This data is from Catalyst prediction with 721,799 reactions and 888 catalyst types from USPTO. The task is: Predict which catalyst facilitates the given reaction. (1) Reactant: [C:1]([C:4]1[N:9]=[N:8][C:7]([NH:10][C@@H:11]2[CH2:16][CH2:15][CH2:14][N:13](C(OC(C)(C)C)=O)[CH2:12]2)=[N:6][C:5]=1[NH:24][C:25]1[CH:30]=[CH:29][C:28]([C:31]([N:33]2[CH2:38][CH2:37][O:36][CH2:35][CH2:34]2)=[O:32])=[CH:27][CH:26]=1)(=[O:3])[NH2:2].[ClH:39]. Product: [N:33]1([C:31]([C:28]2[CH:29]=[CH:30][C:25]([NH:24][C:5]3[N:6]=[C:7]([NH:10][C@@H:11]4[CH2:16][CH2:15][CH2:14][NH:13][CH2:12]4)[N:8]=[N:9][C:4]=3[C:1]([NH2:2])=[O:3])=[CH:26][CH:27]=2)=[O:32])[CH2:34][CH2:35][O:36][CH2:37][CH2:38]1.[ClH:39]. The catalyst class is: 12. (2) Reactant: Cl[C:2]1[C:3]2[NH:10][CH:9]=[CH:8][C:4]=2[N:5]=[CH:6][N:7]=1.[F:11][C:12]1[CH:17]=[C:16]([N+:18]([O-:20])=[O:19])[CH:15]=[CH:14][C:13]=1[OH:21].Cl. Product: [F:11][C:12]1[CH:17]=[C:16]([N+:18]([O-:20])=[O:19])[CH:15]=[CH:14][C:13]=1[O:21][C:2]1[C:3]2[NH:10][CH:9]=[CH:8][C:4]=2[N:5]=[CH:6][N:7]=1. The catalyst class is: 400. (3) Reactant: C[O:2][C:3]([C:5]1[C:21]([O:22][CH3:23])=[C:20]([C:24]2[CH:29]=[CH:28][CH:27]=[C:26]([N+:30]([O-:32])=[O:31])[CH:25]=2)[C:8]2[N:9]=[C:10]([NH:12][C:13]([O:15][C:16]([CH3:19])([CH3:18])[CH3:17])=[O:14])[S:11][C:7]=2[CH:6]=1)=O.[BH4-].[Li+]. Product: [C:16]([O:15][C:13](=[O:14])[NH:12][C:10]1[S:11][C:7]2[CH:6]=[C:5]([CH2:3][OH:2])[C:21]([O:22][CH3:23])=[C:20]([C:24]3[CH:29]=[CH:28][CH:27]=[C:26]([N+:30]([O-:32])=[O:31])[CH:25]=3)[C:8]=2[N:9]=1)([CH3:19])([CH3:17])[CH3:18]. The catalyst class is: 1. (4) Reactant: [Cl:1][C:2]1[CH:11]=[C:10]([C:12](=O)[CH3:13])[C:9]([N:15]2[CH2:19][CH2:18][CH2:17][C@@H:16]2[CH2:20][O:21][CH3:22])=[C:8]2[C:3]=1[CH:4]=[CH:5][CH:6]=[N:7]2.C([O-])(=O)C.[NH4+].C([BH3-])#[N:29].[Na+]. Product: [Cl:1][C:2]1[CH:11]=[C:10]([CH:12]([NH2:29])[CH3:13])[C:9]([N:15]2[CH2:19][CH2:18][CH2:17][C@@H:16]2[CH2:20][O:21][CH3:22])=[C:8]2[C:3]=1[CH:4]=[CH:5][CH:6]=[N:7]2. The catalyst class is: 449. (5) Reactant: I.[NH2:2][C:3]1[C:4]([C:11]([NH:13][C:14](=[NH:17])SC)=[O:12])=[N:5][C:6]([Cl:10])=[C:7]([NH2:9])[N:8]=1.OCCOC1C=CC([CH2:28][CH2:29][CH2:30][CH2:31][NH2:32])=CC=1.CO.C(N(C(C)C)CC)(C)C. Product: [ClH:10].[CH2:31]([NH:32][C:14]([NH:13][C:11]([C:4]1[C:3]([NH2:2])=[N:8][C:7]([NH2:9])=[C:6]([Cl:10])[N:5]=1)=[O:12])=[NH:17])[CH2:30][CH2:29][CH3:28]. The catalyst class is: 1. (6) Reactant: [Cl:1][C:2]1[CH:3]=[C:4]([C:10]2([C:25]([F:28])([F:27])[F:26])[O:14][N:13]=[C:12]([C:15]3[CH:23]=[CH:22][C:18]([C:19](O)=[O:20])=[C:17]([CH3:24])[CH:16]=3)[CH2:11]2)[CH:5]=[C:6]([Cl:9])[C:7]=1[F:8].CN(C(ON1N=NC2C=CC=NC1=2)=[N+](C)C)C.F[P-](F)(F)(F)(F)F.CCN(C(C)C)C(C)C.[F:62][C:63]([F:73])([F:72])[CH2:64][CH2:65][N:66]1[C:70](=[O:71])[CH2:69][NH:68][CH2:67]1. Product: [Cl:1][C:2]1[CH:3]=[C:4]([C:10]2([C:25]([F:27])([F:28])[F:26])[O:14][N:13]=[C:12]([C:15]3[CH:23]=[CH:22][C:18]([C:19]([N:68]4[CH2:69][C:70](=[O:71])[N:66]([CH2:65][CH2:64][C:63]([F:62])([F:72])[F:73])[CH2:67]4)=[O:20])=[C:17]([CH3:24])[CH:16]=3)[CH2:11]2)[CH:5]=[C:6]([Cl:9])[C:7]=1[F:8]. The catalyst class is: 9.